This data is from Full USPTO retrosynthesis dataset with 1.9M reactions from patents (1976-2016). The task is: Predict the reactants needed to synthesize the given product. (1) Given the product [Br:23][C:17]1[C:10]2[C:11](=[N:12][CH:13]=[CH:14][C:9]=2[O:8][C:7]2[C:6]([F:18])=[CH:5][C:4]([NH:19][C:20](=[O:22])[CH3:21])=[CH:3][C:2]=2[F:1])[NH:15][CH:16]=1, predict the reactants needed to synthesize it. The reactants are: [F:1][C:2]1[CH:3]=[C:4]([NH:19][C:20](=[O:22])[CH3:21])[CH:5]=[C:6]([F:18])[C:7]=1[O:8][C:9]1[CH:14]=[CH:13][N:12]=[C:11]2[NH:15][CH:16]=[CH:17][C:10]=12.[Br:23]Br. (2) Given the product [C:1]([C:3]1[C:4]2([CH2:9][CH2:10][CH2:11][CH:12]=1)[CH2:8][CH2:7][CH2:6][CH2:5]2)#[CH:2], predict the reactants needed to synthesize it. The reactants are: [C:1]([C:3]1(O)[CH2:12][CH2:11][CH2:10][CH2:9][C:4]21[CH2:8][CH2:7][CH2:6][CH2:5]2)#[CH:2].O=P(Cl)(Cl)Cl. (3) Given the product [ClH:27].[ClH:27].[NH2:8][CH:9]([C:21]1[CH:26]=[CH:25][CH:24]=[CH:23][CH:22]=1)[C:10]([O:12][C@@H:13]1[CH:18]2[CH2:17][CH2:16][N:15]([CH2:20][CH2:19]2)[CH2:14]1)=[O:11], predict the reactants needed to synthesize it. The reactants are: C(OC([NH:8][CH:9]([C:21]1[CH:26]=[CH:25][CH:24]=[CH:23][CH:22]=1)[C:10]([O:12][C@@H:13]1[CH:18]2[CH2:19][CH2:20][N:15]([CH2:16][CH2:17]2)[CH2:14]1)=[O:11])=O)(C)(C)C.[ClH:27]. (4) Given the product [N:1]1([CH2:6][C:7]2[CH:41]=[CH:40][C:10]([CH2:11][N:12]3[CH:20]=[C:19]4[C:14]([N:15]=[CH:16][N:17]=[C:18]4[NH:21][CH2:22][C:23]4[CH:37]=[CH:36][C:35]([O:38][CH3:39])=[CH:34][C:24]=4[O:25][CH2:26][C:27]([OH:29])=[O:28])=[N:13]3)=[CH:9][CH:8]=2)[CH:5]=[CH:4][CH:3]=[N:2]1, predict the reactants needed to synthesize it. The reactants are: [N:1]1([CH2:6][C:7]2[CH:41]=[CH:40][C:10]([CH2:11][N:12]3[CH:20]=[C:19]4[C:14]([N:15]=[CH:16][N:17]=[C:18]4[NH:21][CH2:22][C:23]4[CH:37]=[CH:36][C:35]([O:38][CH3:39])=[CH:34][C:24]=4[O:25][CH2:26][C:27]([O:29]C(C)(C)C)=[O:28])=[N:13]3)=[CH:9][CH:8]=2)[CH:5]=[CH:4][CH:3]=[N:2]1. (5) The reactants are: C(OC(N1C[C@@H](C)N2[C@H](CC3C2=NC(C(F)F)=C(CO)C=3)C1)=O)(C)(C)C.[C:27]([O:31][C:32]([N:34]1[CH2:46][C@@H:45]([CH3:47])[N:44]2[C@H:36]([CH2:37][C:38]3[C:43]2=[N:42][C:41]([C@@H:48]([O:50][CH3:51])[CH3:49])=[C:40]([CH:52]=[O:53])[CH:39]=3)[CH2:35]1)=[O:33])([CH3:30])([CH3:29])[CH3:28].[BH4-].[Na+]. Given the product [C:27]([O:31][C:32]([N:34]1[CH2:46][C@@H:45]([CH3:47])[N:44]2[C@H:36]([CH2:37][C:38]3[C:43]2=[N:42][C:41]([C@@H:48]([O:50][CH3:51])[CH3:49])=[C:40]([CH2:52][OH:53])[CH:39]=3)[CH2:35]1)=[O:33])([CH3:30])([CH3:29])[CH3:28], predict the reactants needed to synthesize it.